Dataset: NCI-60 drug combinations with 297,098 pairs across 59 cell lines. Task: Regression. Given two drug SMILES strings and cell line genomic features, predict the synergy score measuring deviation from expected non-interaction effect. (1) Drug 1: C1=CC=C(C=C1)NC(=O)CCCCCCC(=O)NO. Drug 2: CCN(CC)CCNC(=O)C1=C(NC(=C1C)C=C2C3=C(C=CC(=C3)F)NC2=O)C. Cell line: MDA-MB-231. Synergy scores: CSS=6.38, Synergy_ZIP=-5.13, Synergy_Bliss=-5.11, Synergy_Loewe=-17.5, Synergy_HSA=-4.29. (2) Drug 1: C1CCN(CC1)CCOC2=CC=C(C=C2)C(=O)C3=C(SC4=C3C=CC(=C4)O)C5=CC=C(C=C5)O. Drug 2: C1CC(C1)(C(=O)O)C(=O)O.[NH2-].[NH2-].[Pt+2]. Cell line: HOP-62. Synergy scores: CSS=27.4, Synergy_ZIP=-0.503, Synergy_Bliss=2.30, Synergy_Loewe=-0.602, Synergy_HSA=-1.99. (3) Drug 1: C1CCC(C1)C(CC#N)N2C=C(C=N2)C3=C4C=CNC4=NC=N3. Drug 2: CC(C)NC(=O)C1=CC=C(C=C1)CNNC.Cl. Cell line: NCI-H226. Synergy scores: CSS=6.03, Synergy_ZIP=-1.07, Synergy_Bliss=-1.04, Synergy_Loewe=-9.91, Synergy_HSA=-4.43. (4) Drug 1: C1=NC2=C(N=C(N=C2N1C3C(C(C(O3)CO)O)F)Cl)N. Drug 2: CC1=C2C(C(=O)C3(C(CC4C(C3C(C(C2(C)C)(CC1OC(=O)C(C(C5=CC=CC=C5)NC(=O)C6=CC=CC=C6)O)O)OC(=O)C7=CC=CC=C7)(CO4)OC(=O)C)O)C)OC(=O)C. Cell line: SK-OV-3. Synergy scores: CSS=1.65, Synergy_ZIP=-5.86, Synergy_Bliss=-9.15, Synergy_Loewe=-9.30, Synergy_HSA=-7.36. (5) Drug 1: CS(=O)(=O)C1=CC(=C(C=C1)C(=O)NC2=CC(=C(C=C2)Cl)C3=CC=CC=N3)Cl. Drug 2: C1=C(C(=O)NC(=O)N1)F. Cell line: KM12. Synergy scores: CSS=36.6, Synergy_ZIP=-9.78, Synergy_Bliss=-15.0, Synergy_Loewe=-11.8, Synergy_HSA=-7.55. (6) Drug 1: C1=CN(C(=O)N=C1N)C2C(C(C(O2)CO)O)O.Cl. Drug 2: CC12CCC3C(C1CCC2O)C(CC4=C3C=CC(=C4)O)CCCCCCCCCS(=O)CCCC(C(F)(F)F)(F)F. Cell line: TK-10. Synergy scores: CSS=9.18, Synergy_ZIP=0.650, Synergy_Bliss=5.23, Synergy_Loewe=-5.94, Synergy_HSA=2.33.